Dataset: Reaction yield outcomes from USPTO patents with 853,638 reactions. Task: Predict the reaction yield, written as a fraction of the theoretical maximum amount of product (1.0 means a 100% yield; for example, 0.34 means a 34% yield). (1) The reactants are [O-:1][N+:2]1[C:7]2[CH:8]=[CH:9][CH:10]=[CH:11][C:6]=2[N+:5]([O-:12])=[C:4]([CH2:13][CH2:14][CH2:15][N:16]([CH3:21])[CH2:17][CH2:18][CH2:19][NH2:20])[N:3]=1.N1([C:27]([C:29]2[C:42]3[C:33](=[N:34][C:35]4[C:40]([N:41]=3)=[CH:39][CH:38]=[CH:37][CH:36]=4)[CH:32]=[CH:31][CH:30]=2)=[O:28])C=CN=C1. The catalyst is C1COCC1. The product is [O-:1][N+:2]1[C:7]2[CH:8]=[CH:9][CH:10]=[CH:11][C:6]=2[N+:5]([O-:12])=[C:4]([CH2:13][CH2:14][CH2:15][N:16]([CH3:21])[CH2:17][CH2:18][CH2:19][NH:20][C:27]([C:29]2[C:42]3[C:33](=[N:34][C:35]4[C:40]([N:41]=3)=[CH:39][CH:38]=[CH:37][CH:36]=4)[CH:32]=[CH:31][CH:30]=2)=[O:28])[N:3]=1. The yield is 0.560. (2) The reactants are C(O[C:5](=[O:7])[CH3:6])(=O)C.[F:8][C:9]1[CH:15]=[CH:14][CH:13]=[CH:12][C:10]=1[NH2:11]. The catalyst is O. The product is [C:5]([NH:11][C:10]1[CH:12]=[CH:13][CH:14]=[CH:15][C:9]=1[F:8])(=[O:7])[CH3:6]. The yield is 0.880. (3) The reactants are Cl.[C:2]([C:4]1[CH:9]=[CH:8][C:7]([N:10]([C:20]([C:22]2[CH:27]=[CH:26][N:25]3[N:28]=[CH:29][C:30]([C:31]4[CH:32]=[N:33][C:34]([C:37](=[O:40])[NH:38][CH3:39])=[CH:35][CH:36]=4)=[C:24]3[CH:23]=2)=[O:21])[N:11](C)[C:12](OC(C)(C)C)=O)=[CH:6][CH:5]=1)#[N:3]. The catalyst is O1CCOCC1. The product is [C:2]([C:4]1[CH:9]=[CH:8][C:7]([N:10]([C:20]([C:22]2[CH:27]=[CH:26][N:25]3[N:28]=[CH:29][C:30]([C:31]4[CH:36]=[CH:35][C:34]([C:37]([NH:38][CH3:39])=[O:40])=[N:33][CH:32]=4)=[C:24]3[CH:23]=2)=[O:21])[NH:11][CH3:12])=[CH:6][CH:5]=1)#[N:3]. The yield is 0.660.